From a dataset of Full USPTO retrosynthesis dataset with 1.9M reactions from patents (1976-2016). Predict the reactants needed to synthesize the given product. (1) Given the product [NH2:22][C:20]1[CH:21]=[C:16]([CH:17]=[CH:18][C:19]=1[CH3:30])[O:15][C:13]1[CH:12]=[CH:11][C:10]2[N:9]([N:8]=[C:7]([NH:6][C:4]([CH:1]3[CH2:3][CH2:2]3)=[O:5])[N:31]=2)[CH:14]=1, predict the reactants needed to synthesize it. The reactants are: [CH:1]1([C:4]([NH:6][C:7]2[N:31]=[C:10]3[CH:11]=[CH:12][C:13]([O:15][C:16]4[CH:17]=[CH:18][C:19]([CH3:30])=[C:20]([NH:22]C(=O)OC(C)(C)C)[CH:21]=4)=[CH:14][N:9]3[N:8]=2)=[O:5])[CH2:3][CH2:2]1. (2) Given the product [ClH:22].[C@H:9]12[CH2:14][C@H:12]([NH:11][CH2:10]1)[CH2:13][N:8]2[C:6]([NH2:19])=[O:5], predict the reactants needed to synthesize it. The reactants are: C([O:5][C:6]([N:8]1[CH2:13][C@@H:12]2[CH2:14][C@H:9]1[CH2:10][NH:11]2)=O)(C)(C)C.[Si]([N:19]=C=O)(C)(C)C.[ClH:22].O1CCOCC1. (3) Given the product [N+:44]([C:47]1[CH:54]=[CH:53][CH:52]=[CH:51][C:48]=1[CH2:49][NH:7][CH:8]1[C:14](=[O:15])[NH:13][C:12]2[CH:16]=[CH:17][CH:18]=[CH:19][C:11]=2[C:10]([C:20]2[CH:21]=[CH:22][CH:23]=[CH:24][CH:25]=2)=[N:9]1)([O-:46])=[O:45], predict the reactants needed to synthesize it. The reactants are: ClC1C=C(C=CC=1Cl)C([NH:7][CH:8]1[C:14](=[O:15])[NH:13][C:12]2[CH:16]=[CH:17][CH:18]=[CH:19][C:11]=2[C:10]([C:20]2[CH:25]=[CH:24][CH:23]=[CH:22][CH:21]=2)=[N:9]1)=O.C(O[BH-](OC(=O)C)OC(=O)C)(=O)C.[Na+].[N+:44]([C:47]1[CH:54]=[CH:53][CH:52]=[CH:51][C:48]=1[CH:49]=O)([O-:46])=[O:45].C(=O)(O)[O-].[Na+]. (4) Given the product [C:7]1([C:2]2[N:6]=[C:5]([OH:15])[S:4][CH:3]=2)[CH:12]=[CH:11][CH:10]=[CH:9][CH:8]=1, predict the reactants needed to synthesize it. The reactants are: O=[C:2]([C:7]1[CH:12]=[CH:11][CH:10]=[CH:9][CH:8]=1)[CH2:3][S:4][C:5]#[N:6].O.S(=O)(=O)(O)[OH:15]. (5) Given the product [Br:1][C:2]1[CH:14]=[CH:13][C:5]([O:6][C:7]([CH3:11])([CH3:12])[CH2:8][NH2:10])=[CH:4][CH:3]=1, predict the reactants needed to synthesize it. The reactants are: [Br:1][C:2]1[CH:14]=[CH:13][C:5]([O:6][C:7]([CH3:12])([CH3:11])[C:8]([NH2:10])=O)=[CH:4][CH:3]=1. (6) Given the product [Cl:20][C:21]1[CH:26]=[CH:25][C:24]([S:27]([NH:19][C@H:16]2[CH2:15][CH2:14][C@@H:13]([NH:12][C:6]3[C:5]4[C:10](=[CH:11][C:2]([Cl:1])=[CH:3][CH:4]=4)[N:9]=[CH:8][CH:7]=3)[CH2:18][CH2:17]2)(=[O:29])=[O:28])=[CH:23][CH:22]=1, predict the reactants needed to synthesize it. The reactants are: [Cl:1][C:2]1[CH:11]=[C:10]2[C:5]([C:6]([NH:12][CH:13]3[CH2:18][CH2:17][CH:16]([NH2:19])[CH2:15][CH2:14]3)=[CH:7][CH:8]=[N:9]2)=[CH:4][CH:3]=1.[Cl:20][C:21]1[CH:26]=[CH:25][C:24]([S:27](Cl)(=[O:29])=[O:28])=[CH:23][CH:22]=1. (7) The reactants are: F[P-](F)(F)(F)(F)F.N1(O[P+](N(C)C)(N(C)C)N(C)C)C2C=CC=CC=2N=N1.[F:28][C:29]1[CH:30]=[C:31]2[C:35](=[CH:36][CH:37]=1)[NH:34][C:33]([C:38]([OH:40])=O)=[CH:32]2.[NH2:41][C:42]1[CH:47]=[C:46]([S:48]([CH2:51][CH3:52])(=[O:50])=[O:49])[CH:45]=[CH:44][C:43]=1[OH:53].Cl. Given the product [CH2:51]([S:48]([C:46]1[CH:45]=[CH:44][C:43]([OH:53])=[C:42]([NH:41][C:38]([C:33]2[NH:34][C:35]3[C:31]([CH:32]=2)=[CH:30][C:29]([F:28])=[CH:37][CH:36]=3)=[O:40])[CH:47]=1)(=[O:50])=[O:49])[CH3:52], predict the reactants needed to synthesize it.